This data is from Acute oral toxicity (LD50) regression data from Zhu et al.. The task is: Regression/Classification. Given a drug SMILES string, predict its toxicity properties. Task type varies by dataset: regression for continuous values (e.g., LD50, hERG inhibition percentage) or binary classification for toxic/non-toxic outcomes (e.g., AMES mutagenicity, cardiotoxicity, hepatotoxicity). Dataset: ld50_zhu. (1) The drug is CCC1(O)CC(OC2CC(N(C)C)C(OC3CC(O)C(OC4CCC(=O)C(C)O4)C(C)O3)C(C)O2)c2c(cc3c(c2O)C(=O)c2c(O)cccc2C3=O)C1C(=O)OC. The rat oral LD50 is 4.14, given as -log10 of the dose in mol/kg body weight (higher means more acutely toxic). (2) The drug is CC(C)=C1CCC(C)CC1=O. The rat oral LD50 is 2.51, given as -log10 of the dose in mol/kg body weight (higher means more acutely toxic). (3) The compound is Clc1ccc(C(Cl)(Cl)Cl)cc1. The rat oral LD50 is 2.45, given as -log10 of the dose in mol/kg body weight (higher means more acutely toxic). (4) The molecule is O=C1C2CC=CCC2C(=O)N1SC(Cl)(Cl)C(Cl)Cl. The rat oral LD50 is 2.15, given as -log10 of the dose in mol/kg body weight (higher means more acutely toxic). (5) The drug is CCCSP(C)(=S)SCC(=O)OCC. The rat oral LD50 is 3.10, given as -log10 of the dose in mol/kg body weight (higher means more acutely toxic).